Dataset: NCI-60 drug combinations with 297,098 pairs across 59 cell lines. Task: Regression. Given two drug SMILES strings and cell line genomic features, predict the synergy score measuring deviation from expected non-interaction effect. Drug 1: CCC1=CC2CC(C3=C(CN(C2)C1)C4=CC=CC=C4N3)(C5=C(C=C6C(=C5)C78CCN9C7C(C=CC9)(C(C(C8N6C)(C(=O)OC)O)OC(=O)C)CC)OC)C(=O)OC.C(C(C(=O)O)O)(C(=O)O)O. Drug 2: C1=CN(C(=O)N=C1N)C2C(C(C(O2)CO)O)O.Cl. Cell line: HOP-92. Synergy scores: CSS=42.7, Synergy_ZIP=-12.0, Synergy_Bliss=-6.25, Synergy_Loewe=-2.21, Synergy_HSA=0.758.